The task is: Predict the product of the given reaction.. This data is from Forward reaction prediction with 1.9M reactions from USPTO patents (1976-2016). Given the reactants [H-].[Na+].[CH2:3]([O:5][C:6]([C:8]1[N:9]=[CH:10][N:11]([C:13]2[CH:18]=[CH:17][CH:16]=[C:15]([CH2:19][OH:20])[CH:14]=2)[CH:12]=1)=[O:7])[CH3:4].Cl[CH2:22][C:23]1[N:24](C)[CH:25]=[CH:26][N:27]=1.[CH2:29]1COCC1, predict the reaction product. The product is: [CH2:3]([O:5][C:6]([C:8]1[N:9]=[CH:10][N:11]([C:13]2[CH:18]=[CH:17][CH:16]=[C:15]([CH:19]([O:20][CH2:22][C:23]3[NH:24][CH:25]=[CH:26][N:27]=3)[CH3:29])[CH:14]=2)[CH:12]=1)=[O:7])[CH3:4].